Dataset: Full USPTO retrosynthesis dataset with 1.9M reactions from patents (1976-2016). Task: Predict the reactants needed to synthesize the given product. (1) Given the product [CH2:12]([S:8][C:5]1[CH:6]=[CH:7][C:2]([Cl:1])=[C:3]([N+:9]([O-:11])=[O:10])[CH:4]=1)[C:13]1[CH:18]=[CH:17][CH:16]=[CH:15][CH:14]=1, predict the reactants needed to synthesize it. The reactants are: [Cl:1][C:2]1[CH:7]=[CH:6][C:5]([SH:8])=[CH:4][C:3]=1[N+:9]([O-:11])=[O:10].[CH2:12](Br)[C:13]1[CH:18]=[CH:17][CH:16]=[CH:15][CH:14]=1.C(=O)([O-])[O-].[K+].[K+].O. (2) Given the product [CH:2]1([CH:8]2[C:17]3[C:12](=[CH:13][CH:14]=[CH:15][CH:16]=3)[CH2:11][CH2:10][N:9]2[C:41](=[O:42])[CH2:40][NH:39][C:37](=[O:38])[O:36][C:32]([CH3:33])([CH3:34])[CH3:35])[CH2:3][CH2:4][CH2:5][CH2:6][CH2:7]1, predict the reactants needed to synthesize it. The reactants are: Cl.[CH:2]1([CH:8]2[C:17]3[C:12](=[CH:13][CH:14]=[CH:15][CH:16]=3)[CH2:11][CH2:10][NH:9]2)[CH2:7][CH2:6][CH2:5][CH2:4][CH2:3]1.C(Cl)(=O)C(C)(C)C.CN1CCOCC1.[C:32]([O:36][C:37]([NH:39][CH2:40][C:41](O)=[O:42])=[O:38])([CH3:35])([CH3:34])[CH3:33]. (3) Given the product [C:8]([NH:12][CH2:2][CH2:1][CH2:7][S:4]([OH:3])(=[O:6])=[O:5])([CH3:11])([CH3:10])[CH3:9], predict the reactants needed to synthesize it. The reactants are: [CH2:1]1[CH2:7][S:4](=[O:6])(=[O:5])[O:3][CH2:2]1.[C:8]([NH2:12])([CH3:11])([CH3:10])[CH3:9]. (4) Given the product [C:1]([O:5][C:6]([N:8]1[CH2:12][C@H:11]([CH2:13][NH:25][CH:22]([CH3:24])[CH3:23])[C@@H:10]([CH2:15][C:16]2[CH:21]=[CH:20][CH:19]=[CH:18][CH:17]=2)[CH2:9]1)=[O:7])([CH3:4])([CH3:3])[CH3:2], predict the reactants needed to synthesize it. The reactants are: [C:1]([O:5][C:6]([N:8]1[CH2:12][C@H:11]([CH:13]=O)[C@@H:10]([CH2:15][C:16]2[CH:21]=[CH:20][CH:19]=[CH:18][CH:17]=2)[CH2:9]1)=[O:7])([CH3:4])([CH3:3])[CH3:2].[CH:22]([NH2:25])([CH3:24])[CH3:23].C(O[BH-](OC(=O)C)OC(=O)C)(=O)C.[Na+]. (5) Given the product [Br:1][C:2]1[CH:7]=[CH:6][C:5]([CH:8]([C:20]2[CH:25]=[CH:24][CH:23]=[CH:22][C:21]=2[Cl:26])[CH2:9][C:10]([C:12]2[CH:17]=[CH:16][C:15](=[O:18])[NH:14][CH:13]=2)=[O:11])=[CH:4][CH:3]=1, predict the reactants needed to synthesize it. The reactants are: [Br:1][C:2]1[CH:7]=[CH:6][C:5]([CH:8]([C:20]2[CH:25]=[CH:24][CH:23]=[CH:22][C:21]=2[Cl:26])[CH2:9][C:10]([C:12]2[CH:13]=[N:14][C:15]([O:18]C)=[CH:16][CH:17]=2)=[O:11])=[CH:4][CH:3]=1.Cl.